Dataset: Catalyst prediction with 721,799 reactions and 888 catalyst types from USPTO. Task: Predict which catalyst facilitates the given reaction. (1) Reactant: [C:1]1([N:7]2[CH2:12][CH2:11][NH:10][CH2:9][CH2:8]2)[CH:6]=[CH:5][CH:4]=[CH:3][CH:2]=1.C(N(CC)CC)C.ClC(Cl)(O[C:24](=[O:30])OC(Cl)(Cl)Cl)Cl.[CH3:32][N:33]([CH3:59])[CH2:34][CH2:35][C@@H:36]([NH:45][C:46]1[CH:51]=[CH:50][C:49]([S:52]([NH2:55])(=[O:54])=[O:53])=[CH:48][C:47]=1[N+:56]([O-:58])=[O:57])[CH2:37][S:38][C:39]1[CH:44]=[CH:43][CH:42]=[CH:41][CH:40]=1. Product: [CH3:59][N:33]([CH3:32])[CH2:34][CH2:35][C@@H:36]([NH:45][C:46]1[CH:51]=[CH:50][C:49]([S:52]([NH:55][C:24]([N:10]2[CH2:11][CH2:12][N:7]([C:1]3[CH:6]=[CH:5][CH:4]=[CH:3][CH:2]=3)[CH2:8][CH2:9]2)=[O:30])(=[O:53])=[O:54])=[CH:48][C:47]=1[N+:56]([O-:58])=[O:57])[CH2:37][S:38][C:39]1[CH:40]=[CH:41][CH:42]=[CH:43][CH:44]=1. The catalyst class is: 154. (2) Reactant: [C:1]([C:3]1[CH:11]=[C:10]2[C:6]([C:7]([CH3:19])=[N:8][N:9]2[C:12]2[CH:17]=[CH:16][N:15]=[C:14]([NH2:18])[N:13]=2)=[CH:5][CH:4]=1)#[CH:2].[Li+].CC([N-]C(C)C)C.[C:28]1([C:34]([C:49]2[CH:54]=[CH:53][CH:52]=[CH:51][CH:50]=2)([C:43]2[CH:48]=[CH:47][CH:46]=[CH:45][CH:44]=2)[N:35]2[CH:39]=[C:38]([C:40](=[O:42])[CH3:41])[N:37]=[CH:36]2)[CH:33]=[CH:32][CH:31]=[CH:30][CH:29]=1. Product: [NH2:18][C:14]1[N:13]=[C:12]([N:9]2[C:10]3[C:6](=[CH:5][CH:4]=[C:3]([C:1]#[C:2][C:40]([C:38]4[N:37]=[CH:36][N:35]([C:34]([C:43]5[CH:48]=[CH:47][CH:46]=[CH:45][CH:44]=5)([C:28]5[CH:29]=[CH:30][CH:31]=[CH:32][CH:33]=5)[C:49]5[CH:54]=[CH:53][CH:52]=[CH:51][CH:50]=5)[CH:39]=4)([OH:42])[CH3:41])[CH:11]=3)[C:7]([CH3:19])=[N:8]2)[CH:17]=[CH:16][N:15]=1. The catalyst class is: 1. (3) Reactant: [Br:1][C:2]1[CH:7]=[CH:6][C:5]([C:8]([OH:11])([CH3:10])[CH3:9])=[CH:4][C:3]=1[CH3:12].[Br:13]N1C(=O)CCC1=O.C(OOC(=O)C1C=CC=CC=1)(=O)C1C=CC=CC=1. Product: [Br:1][C:2]1[CH:7]=[CH:6][C:5]([C:8]([OH:11])([CH3:9])[CH3:10])=[CH:4][C:3]=1[CH2:12][Br:13]. The catalyst class is: 53. (4) The catalyst class is: 5. Product: [Cl:1][C:2]1[C:10]([C:11]([OH:13])=[O:12])=[C:9]2[N:5]([CH2:6][CH2:7][CH2:8]2)[C:4](=[O:16])[C:3]=1[CH3:17]. Reactant: [Cl:1][C:2]1[C:10]([C:11]([O:13]CC)=[O:12])=[C:9]2[N:5]([CH2:6][CH2:7][CH2:8]2)[C:4](=[O:16])[C:3]=1[CH3:17].C1COCC1.[OH-].[Na+].Cl. (5) Reactant: [O:1]=[C:2]1[C:11]2[CH:10]=[C:9]([NH:12][C:13](=[O:19])[O:14][C:15]([CH3:18])([CH3:17])[CH3:16])[CH:8]=[CH:7][C:6]=2[CH2:5][CH2:4][CH2:3]1.CO.[BH4-].[Na+]. Product: [OH:1][CH:2]1[C:11]2[CH:10]=[C:9]([NH:12][C:13](=[O:19])[O:14][C:15]([CH3:17])([CH3:16])[CH3:18])[CH:8]=[CH:7][C:6]=2[CH2:5][CH2:4][CH2:3]1. The catalyst class is: 1. (6) Reactant: COC[O:4][C:5]1[CH:10]=[C:9]([O:11]COC)[CH:8]=[CH:7][C:6]=1[CH:15]1[CH2:19][CH2:18][C:17](=[O:20])[CH2:16]1. Product: [OH:4][C:5]1[CH:10]=[C:9]([OH:11])[CH:8]=[CH:7][C:6]=1[CH:15]1[CH2:19][CH2:18][C:17](=[O:20])[CH2:16]1. The catalyst class is: 5. (7) The catalyst class is: 43. Reactant: [F:1][C:2]1[CH:3]=[C:4]([CH:13]=[CH:14][C:15]=1[N+:16]([O-])=O)[O:5][CH2:6][CH2:7][N:8]1[CH2:12][CH2:11][CH2:10][CH2:9]1. Product: [F:1][C:2]1[CH:3]=[C:4]([O:5][CH2:6][CH2:7][N:8]2[CH2:9][CH2:10][CH2:11][CH2:12]2)[CH:13]=[CH:14][C:15]=1[NH2:16].